Dataset: Forward reaction prediction with 1.9M reactions from USPTO patents (1976-2016). Task: Predict the product of the given reaction. (1) Given the reactants C(N(CC)CC)C.[F:8][C:9]1[CH:14]=[CH:13][C:12]([CH2:15][NH2:16])=[C:11]([I:17])[CH:10]=1.[C:18](O[C:18]([O:20][C:21]([CH3:24])([CH3:23])[CH3:22])=[O:19])([O:20][C:21]([CH3:24])([CH3:23])[CH3:22])=[O:19], predict the reaction product. The product is: [F:8][C:9]1[CH:14]=[CH:13][C:12]([CH2:15][NH:16][C:18](=[O:19])[O:20][C:21]([CH3:24])([CH3:23])[CH3:22])=[C:11]([I:17])[CH:10]=1. (2) Given the reactants [S:1]1[C:5]([C:6](O)=[O:7])=[CH:4][C:3]2[CH2:9][CH2:10][CH2:11][CH2:12][C:2]1=2.C(Cl)(=O)C([Cl:16])=O, predict the reaction product. The product is: [S:1]1[C:5]([C:6]([Cl:16])=[O:7])=[CH:4][C:3]2[CH2:9][CH2:10][CH2:11][CH2:12][C:2]1=2. (3) Given the reactants C[O:2][C:3]([C:5]1[S:6][C:7]([C:23]#[C:24][C:25]([CH3:28])([CH3:27])[CH3:26])=[CH:8][C:9]=1[N:10]([CH:20]1[CH2:22][CH2:21]1)[C:11]([C@H:13]1[CH2:18][CH2:17][C@H:16]([CH3:19])[CH2:15][CH2:14]1)=[O:12])=[O:4].C1COCC1.O.[OH-].[Li+].Cl, predict the reaction product. The product is: [CH:20]1([N:10]([C:11]([C@H:13]2[CH2:18][CH2:17][C@H:16]([CH3:19])[CH2:15][CH2:14]2)=[O:12])[C:9]2[CH:8]=[C:7]([C:23]#[C:24][C:25]([CH3:28])([CH3:27])[CH3:26])[S:6][C:5]=2[C:3]([OH:4])=[O:2])[CH2:21][CH2:22]1. (4) Given the reactants CN(C=O)C.[CH2:6]([O:8][C:9]([C:11]1[C:12]([C:16]([F:19])([F:18])[F:17])=[N:13][NH:14][CH:15]=1)=[O:10])[CH3:7].[H-].[Na+].[CH:22](I)([CH3:24])[CH3:23], predict the reaction product. The product is: [CH2:6]([O:8][C:9]([C:11]1[C:12]([C:16]([F:18])([F:19])[F:17])=[N:13][N:14]([CH:22]([CH3:24])[CH3:23])[CH:15]=1)=[O:10])[CH3:7]. (5) The product is: [CH3:16][S:17]([O:8][CH2:7][CH2:6][C:3]1[CH:4]=[CH:5][S:1][CH:2]=1)(=[O:19])=[O:18]. Given the reactants [S:1]1[CH:5]=[CH:4][C:3]([CH2:6][CH2:7][OH:8])=[CH:2]1.C(N(CC)CC)C.[CH3:16][S:17](Cl)(=[O:19])=[O:18], predict the reaction product. (6) Given the reactants [Br:1][C:2]1[C:3]([N:8]2[C:12](=[O:13])[CH2:11][CH:10]([C:14](O)=[O:15])[CH2:9]2)=[N:4][N:5]([CH3:7])[CH:6]=1.B.C1COCC1, predict the reaction product. The product is: [Br:1][C:2]1[C:3]([N:8]2[CH2:9][CH:10]([CH2:14][OH:15])[CH2:11][C:12]2=[O:13])=[N:4][N:5]([CH3:7])[CH:6]=1. (7) The product is: [Br:32][C:33]1[CH:34]=[C:35]2[C:41]([CH:42]([C:45]3[C:50]([O:51][CH:52]([F:54])[F:53])=[CH:49][CH:48]=[C:47]([F:55])[C:46]=3[Cl:56])[C:2]([F:1])([S:3]([C:6]3[CH:7]=[CH:8][CH:9]=[CH:10][CH:11]=3)(=[O:5])=[O:4])[S:12]([C:15]3[CH:20]=[CH:19][CH:18]=[CH:17][CH:16]=3)(=[O:14])=[O:13])=[CH:40][NH:39][C:36]2=[N:37][CH:38]=1. Given the reactants [F:1][CH:2]([S:12]([C:15]1[CH:20]=[CH:19][CH:18]=[CH:17][CH:16]=1)(=[O:14])=[O:13])[S:3]([C:6]1[CH:11]=[CH:10][CH:9]=[CH:8][CH:7]=1)(=[O:5])=[O:4].[Li]CCCC.CCCCCC.[Br:32][C:33]1[CH:34]=[C:35]2[C:41]([CH:42]([C:45]3[C:50]([O:51][CH:52]([F:54])[F:53])=[CH:49][CH:48]=[C:47]([F:55])[C:46]=3[Cl:56])OC)=[CH:40][NH:39][C:36]2=[N:37][CH:38]=1.S(Cl)(Cl)=O, predict the reaction product.